This data is from Peptide-MHC class II binding affinity with 134,281 pairs from IEDB. The task is: Regression. Given a peptide amino acid sequence and an MHC pseudo amino acid sequence, predict their binding affinity value. This is MHC class II binding data. The peptide sequence is EKKYFAATQLEPLAA. The MHC is HLA-DPA10201-DPB10101 with pseudo-sequence HLA-DPA10201-DPB10101. The binding affinity (normalized) is 1.00.